From a dataset of Full USPTO retrosynthesis dataset with 1.9M reactions from patents (1976-2016). Predict the reactants needed to synthesize the given product. Given the product [C:12]([O:16][C:17](=[O:24])[NH:18][C@H:19]1[CH2:23][CH2:22][N:21]([C:3]2[C:2]([Cl:1])=[CH:10][C:6]([C:7](=[O:8])[NH2:9])=[CH:5][N:4]=2)[CH2:20]1)([CH3:15])([CH3:13])[CH3:14], predict the reactants needed to synthesize it. The reactants are: [Cl:1][C:2]1[C:3](Cl)=[N:4][CH:5]=[C:6]([CH:10]=1)[C:7]([NH2:9])=[O:8].[C:12]([O:16][C:17](=[O:24])[NH:18][C@H:19]1[CH2:23][CH2:22][NH:21][CH2:20]1)([CH3:15])([CH3:14])[CH3:13].CN(C=O)C.CCN(C(C)C)C(C)C.